Predict the reactants needed to synthesize the given product. From a dataset of Full USPTO retrosynthesis dataset with 1.9M reactions from patents (1976-2016). (1) Given the product [F:11][C:12]1[CH:13]=[C:14]([N+:19]([O-:21])=[O:20])[CH:15]=[CH:16][C:17]=1[O:10][C:9]1[C:4]2[CH:3]=[CH:2][O:1][C:5]=2[CH:6]=[CH:7][CH:8]=1, predict the reactants needed to synthesize it. The reactants are: [O:1]1[C:5]2=[CH:6][CH:7]=[CH:8][C:9]([OH:10])=[C:4]2[CH:3]=[CH:2]1.[F:11][C:12]1[CH:13]=[C:14]([N+:19]([O-:21])=[O:20])[CH:15]=[CH:16][C:17]=1F.C(=O)([O-])[O-].[K+].[K+]. (2) The reactants are: [NH2:1][C:2]1[CH:3]([C:17]([O:19][CH3:20])=[O:18])[N:4](C)[C:5]([C:8]2[CH:13]=[CH:12][CH:11]=[C:10]([CH2:14]Cl)[CH:9]=2)=[CH:6][N:7]=1.C(#N)C.[CH2:24]([NH2:31])[C:25]1[CH:30]=[CH:29][CH:28]=[CH:27][CH:26]=1.C(N(C(C)C)CC)(C)C. Given the product [NH2:1][C:2]1[C:3]([C:17]([O:19][CH3:20])=[O:18])=[N:4][C:5]([C:8]2[CH:13]=[CH:12][CH:11]=[C:10]([CH2:14][NH:31][CH2:24][C:25]3[CH:30]=[CH:29][CH:28]=[CH:27][CH:26]=3)[CH:9]=2)=[CH:6][N:7]=1, predict the reactants needed to synthesize it.